Dataset: Reaction yield outcomes from USPTO patents with 853,638 reactions. Task: Predict the reaction yield, written as a fraction of the theoretical maximum amount of product (1.0 means a 100% yield; for example, 0.34 means a 34% yield). The reactants are CON(C)[C:4]([C:6]1[C:14]2[O:13][C:12]([C:15]3[CH:20]=[CH:19][C:18]([O:21][CH3:22])=[CH:17][CH:16]=3)=[CH:11][C:10]=2[CH:9]=[C:8]([O:23][CH3:24])[CH:7]=1)=[O:5].[CH3:26][Li].Cl. The catalyst is C1COCC1. The product is [CH3:24][O:23][C:8]1[CH:7]=[C:6]([C:4](=[O:5])[CH3:26])[C:14]2[O:13][C:12]([C:15]3[CH:20]=[CH:19][C:18]([O:21][CH3:22])=[CH:17][CH:16]=3)=[CH:11][C:10]=2[CH:9]=1. The yield is 0.670.